This data is from Full USPTO retrosynthesis dataset with 1.9M reactions from patents (1976-2016). The task is: Predict the reactants needed to synthesize the given product. (1) Given the product [Cl:16][C:15]1[CH:14]=[CH:13][CH:12]=[C:11]([Cl:17])[C:10]=1[C:6]1[C:5]([OH:18])=[C:4](/[CH:1]=[CH:2]/[CH3:3])[CH:9]=[CH:8][CH:7]=1, predict the reactants needed to synthesize it. The reactants are: [CH2:1]([C:4]1[CH:9]=[CH:8][CH:7]=[C:6]([C:10]2[C:15]([Cl:16])=[CH:14][CH:13]=[CH:12][C:11]=2[Cl:17])[C:5]=1[OH:18])[CH:2]=[CH2:3]. (2) Given the product [N:1]1([CH2:6][CH2:7][CH2:8][O:9][C:10]2[CH:11]=[CH:12][C:13]([C:16]3([C:22]4[N:37]=[CH:25][NH:24][CH:23]=4)[CH2:21][CH2:20][O:19][CH2:18][CH2:17]3)=[CH:14][CH:15]=2)[CH2:2][CH2:3][CH2:4][CH2:5]1, predict the reactants needed to synthesize it. The reactants are: [N:1]1([CH2:6][CH2:7][CH2:8][O:9][C:10]2[CH:15]=[CH:14][C:13]([C:16]3([CH:22]4O[CH:25]=[N:24][CH:23]4S(C4C=CC(C)=CC=4)(=O)=O)[CH2:21][CH2:20][O:19][CH2:18][CH2:17]3)=[CH:12][CH:11]=2)[CH2:5][CH2:4][CH2:3][CH2:2]1.[NH3:37]. (3) Given the product [CH:28]1([C:26]([NH:25][C:23]2[N:24]=[C:19]3[CH:18]=[CH:17][C:16]([O:15][C:14]4[CH:31]=[CH:32][C:33]([F:34])=[C:12]([NH:11][C:7]([CH:6]5[N:2]([CH3:1])[N:3]=[C:4]([CH3:10])[CH2:5]5)=[O:9])[CH:13]=4)=[N:21][N:20]3[CH:22]=2)=[O:27])[CH2:29][CH2:30]1, predict the reactants needed to synthesize it. The reactants are: [CH3:1][N:2]1[CH:6]([C:7]([OH:9])=O)[CH2:5][C:4]([CH3:10])=[N:3]1.[NH2:11][C:12]1[CH:13]=[C:14]([CH:31]=[CH:32][C:33]=1[F:34])[O:15][C:16]1[CH:17]=[CH:18][C:19]2[N:20]([CH:22]=[C:23]([NH:25][C:26]([CH:28]3[CH2:30][CH2:29]3)=[O:27])[N:24]=2)[N:21]=1.F[P-](F)(F)(F)(F)F.N1(OC(N(C)C)=[N+](C)C)C2N=CC=CC=2N=N1.C(N(CC)C(C)C)(C)C. (4) Given the product [Br:10][CH2:8][C:7]([C:5]1[CH:4]=[N:3][N:2]([CH3:1])[CH:6]=1)=[O:9], predict the reactants needed to synthesize it. The reactants are: [CH3:1][N:2]1[CH:6]=[C:5]([C:7](=[O:9])[CH3:8])[CH:4]=[N:3]1.[Br-:10].[Br-].[Br-].[NH+]1C=CC=CC=1.[NH+]1C=CC=CC=1.[NH+]1C=CC=CC=1.S([O-])([O-])=O.[Na+].[Na+]. (5) Given the product [OH:15][N:14]=[C:5]1[CH2:6][CH2:7][C:2]([CH3:1])([C:9]([O:11][CH2:12][CH3:13])=[O:10])[CH2:3][CH2:4]1, predict the reactants needed to synthesize it. The reactants are: [CH3:1][C:2]1([C:9]([O:11][CH2:12][CH3:13])=[O:10])[CH2:7][CH2:6][C:5](=O)[CH2:4][CH2:3]1.[NH2:14][OH:15].Cl.CC([O-])=O.[Na+]. (6) Given the product [Br:1][C:2]1[N:3]=[CH:4][N:5]([CH2:8][C:9]2[CH:14]=[CH:13][C:12]([O:15][CH3:16])=[CH:11][CH:10]=2)[N:6]=1, predict the reactants needed to synthesize it. The reactants are: [Br:1][C:2]1[NH:6][N:5]=[CH:4][N:3]=1.Cl[CH2:8][C:9]1[CH:14]=[CH:13][C:12]([O:15][CH3:16])=[CH:11][CH:10]=1.C(N(CC)C(C)C)(C)C.[I-].[K+]. (7) Given the product [ClH:20].[CH3:1][O:2][C:3]1[CH:4]=[C:5]([CH:8]=[C:9]([O:13][CH3:14])[C:10]=1[O:11][CH3:12])[CH:6]=[N:19][NH:18][C:15]([NH2:17])=[NH:16], predict the reactants needed to synthesize it. The reactants are: [CH3:1][O:2][C:3]1[CH:4]=[C:5]([CH:8]=[C:9]([O:13][CH3:14])[C:10]=1[O:11][CH3:12])[CH:6]=O.[C:15]([NH:18][NH2:19])([NH2:17])=[NH:16].[ClH:20]. (8) Given the product [F:12][C:13]1[CH:14]=[CH:15][C:16]([C:17]([CH:19]2[CH2:24][CH2:23][N:22]([C:39]([O:38][C:34]([CH3:37])([CH3:36])[CH3:35])=[O:40])[CH2:21][CH2:20]2)=[O:18])=[CH:25][CH:26]=1, predict the reactants needed to synthesize it. The reactants are: C1(C)C=CC(S(O)(=O)=O)=CC=1.[F:12][C:13]1[CH:26]=[CH:25][C:16]([C:17]([CH:19]2[CH2:24][CH2:23][NH:22][CH2:21][CH2:20]2)=[O:18])=[CH:15][CH:14]=1.C(N(CC)CC)C.[C:34]([O:38][C:39](O[C:39]([O:38][C:34]([CH3:37])([CH3:36])[CH3:35])=[O:40])=[O:40])([CH3:37])([CH3:36])[CH3:35].